The task is: Predict the reaction yield, written as a fraction of the theoretical maximum amount of product (1.0 means a 100% yield; for example, 0.34 means a 34% yield).. This data is from Reaction yield outcomes from USPTO patents with 853,638 reactions. (1) The reactants are [C:1]([C@H:5]1[CH2:10][CH2:9][C@H:8]([O:11][C:12]2[CH:13]=[C:14]3[C:19](=[CH:20][CH:21]=2)[CH2:18][C@H:17]([C@:22]2([CH3:28])[CH2:26][O:25]C(=O)[NH:23]2)[CH2:16][CH2:15]3)[CH2:7][CH2:6]1)([CH3:4])([CH3:3])[CH3:2].[OH-].[Li+].C(O)C.O. No catalyst specified. The product is [NH2:23][C@@:22]([C@@H:17]1[CH2:16][CH2:15][C:14]2[C:19](=[CH:20][CH:21]=[C:12]([O:11][C@H:8]3[CH2:7][CH2:6][C@H:5]([C:1]([CH3:4])([CH3:3])[CH3:2])[CH2:10][CH2:9]3)[CH:13]=2)[CH2:18]1)([CH3:28])[CH2:26][OH:25]. The yield is 0.490. (2) The reactants are Cl[C:2]1[CH:3]=[CH:4][C:5]2[N:6]([C:8]([C:11]3[CH:16]=[CH:15][CH:14]=[C:13]([C:17]([F:20])([F:19])[F:18])[CH:12]=3)=[CH:9][N:10]=2)[N:7]=1.[NH2:21][C@H:22]1[CH2:27][CH2:26][C@H:25]([C:28]#[N:29])[CH2:24][CH2:23]1.[F-].[K+]. The catalyst is CS(C)=O. The product is [F:18][C:17]([F:20])([F:19])[C:13]1[CH:12]=[C:11]([C:8]2[N:6]3[N:7]=[C:2]([NH:21][C@H:22]4[CH2:27][CH2:26][C@H:25]([C:28]#[N:29])[CH2:24][CH2:23]4)[CH:3]=[CH:4][C:5]3=[N:10][CH:9]=2)[CH:16]=[CH:15][CH:14]=1. The yield is 0.308. (3) The reactants are O1CCCC1.C([Li])CCC.[C:11](#[N:13])[CH3:12].Cl.[NH:15]1[CH:19]=[C:18]([C:20](Cl)=[O:21])[N:17]=[CH:16]1. The catalyst is CCCCCC. The product is [NH:17]1[C:18]([C:20](=[O:21])[CH2:12][C:11]#[N:13])=[CH:19][N:15]=[CH:16]1. The yield is 0.500. (4) The reactants are CC1(C)C(C)(C)[O:5][B:4]([C:9]2[CH:14]=[CH:13][C:12]([OH:15])=[CH:11][CH:10]=2)[O:3]1.Cl.Cl[CH2:19][CH2:20][N:21]1[CH2:26][CH2:25][CH2:24][CH2:23][CH2:22]1.C(=O)([O-])[O-].[K+].[K+].C1OCCOCCOCCOCCOCCOC1. The catalyst is CC#N.CO. The product is [N:21]1([CH2:20][CH2:19][O:15][C:12]2[CH:11]=[CH:10][C:9]([B:4]([OH:3])[OH:5])=[CH:14][CH:13]=2)[CH2:26][CH2:25][CH2:24][CH2:23][CH2:22]1. The yield is 0.950. (5) The reactants are NC1C(NC)=[C:4]([CH:9]=[C:10]([C:12]2[C:13]([CH3:18])=[N:14][O:15][C:16]=2[CH3:17])[CH:11]=1)[C:5]([O:7][CH3:8])=[O:6].[C:21]([N:28]1[CH:32]=[CH:31][N:30]=[CH:29]1)(N1C=CN=C1)=O.[O:33]1CCCC1. No catalyst specified. The product is [CH3:18][C:13]1[C:12]([C:10]2[CH:9]=[C:4]([C:5]([O:7][CH3:8])=[O:6])[C:32]3[N:28]([CH3:21])[C:29](=[O:33])[NH:30][C:31]=3[CH:11]=2)=[C:16]([CH3:17])[O:15][N:14]=1. The yield is 0.350.